This data is from TCR-epitope binding with 47,182 pairs between 192 epitopes and 23,139 TCRs. The task is: Binary Classification. Given a T-cell receptor sequence (or CDR3 region) and an epitope sequence, predict whether binding occurs between them. (1) The epitope is VLWAHGFEL. The TCR CDR3 sequence is CASSLGGDGYTF. Result: 1 (the TCR binds to the epitope). (2) The epitope is IPIQASLPF. The TCR CDR3 sequence is CASSLTGGARARLFF. Result: 0 (the TCR does not bind to the epitope). (3) The epitope is CINGVCWTV. The TCR CDR3 sequence is CAWRLGSGEKLFF. Result: 1 (the TCR binds to the epitope). (4) The epitope is FSKQLQQSM. The TCR CDR3 sequence is CASRPRPGQASTDTQYF. Result: 0 (the TCR does not bind to the epitope). (5) The epitope is VVYRGTTTY. The TCR CDR3 sequence is CASSQDETEETQYF. Result: 1 (the TCR binds to the epitope). (6) The epitope is TPINLVRDL. The TCR CDR3 sequence is CASSAGTGSYEQYF. Result: 0 (the TCR does not bind to the epitope). (7) The epitope is PKYVKQNTLKLAT. The TCR CDR3 sequence is CASFGFGTEAFF. Result: 0 (the TCR does not bind to the epitope). (8) The epitope is GILGFVFTL. The TCR CDR3 sequence is CASSLERGLTRETQYF. Result: 1 (the TCR binds to the epitope). (9) The epitope is IPSINVHHY. The TCR CDR3 sequence is CASSLWGWGPTGELFF. Result: 0 (the TCR does not bind to the epitope). (10) The epitope is TSDLATNNLVVMAY. The TCR CDR3 sequence is CASSQGGELFF. Result: 0 (the TCR does not bind to the epitope).